Predict the reactants needed to synthesize the given product. From a dataset of Full USPTO retrosynthesis dataset with 1.9M reactions from patents (1976-2016). (1) Given the product [C:16]([O:15][C:13]([N:9]1[CH2:8][CH2:7][O:6][C:5]2[CH:20]=[CH:21][C:2]([B:22]([OH:27])[OH:23])=[CH:3][C:4]=2[S:10]1(=[O:12])=[O:11])=[O:14])([CH3:19])([CH3:18])[CH3:17], predict the reactants needed to synthesize it. The reactants are: Br[C:2]1[CH:21]=[CH:20][C:5]2[O:6][CH2:7][CH2:8][N:9]([C:13]([O:15][C:16]([CH3:19])([CH3:18])[CH3:17])=[O:14])[S:10](=[O:12])(=[O:11])[C:4]=2[CH:3]=1.[B:22](OC(C)C)([O:27]C(C)C)[O:23]C(C)C.[Li]CCCC.Cl. (2) Given the product [CH3:1][N:2]([CH3:3])[CH2:4][C:5]([N:69]1[CH2:68][CH2:67][CH:66]([N:64]2[CH:65]=[C:61]([C:47]3[C:46]4[C:50](=[CH:51][C:43]([F:42])=[CH:44][CH:45]=4)[N:49]([S:52]([C:55]4[CH:60]=[CH:59][CH:58]=[CH:57][CH:56]=4)(=[O:54])=[O:53])[CH:48]=3)[CH:62]=[N:63]2)[CH2:71][CH2:70]1)=[O:7], predict the reactants needed to synthesize it. The reactants are: [CH3:1][N:2]([CH2:4][C:5]([OH:7])=O)[CH3:3].CN(C(ON1N=NC2C=CC=NC1=2)=[N+](C)C)C.F[P-](F)(F)(F)(F)F.CCN(C(C)C)C(C)C.Cl.[F:42][C:43]1[CH:51]=[C:50]2[C:46]([C:47]([C:61]3[CH:62]=[N:63][N:64]([CH:66]4[CH2:71][CH2:70][NH:69][CH2:68][CH2:67]4)[CH:65]=3)=[CH:48][N:49]2[S:52]([C:55]2[CH:60]=[CH:59][CH:58]=[CH:57][CH:56]=2)(=[O:54])=[O:53])=[CH:45][CH:44]=1. (3) Given the product [F:13][C:14]1[CH:19]=[CH:18][C:17]([C:2]2[C:11](=[O:12])[C:10]3[C:5](=[CH:6][CH:7]=[CH:8][CH:9]=3)[O:4][CH:3]=2)=[CH:16][CH:15]=1, predict the reactants needed to synthesize it. The reactants are: Br[C:2]1[C:11](=[O:12])[C:10]2[C:5](=[CH:6][CH:7]=[CH:8][CH:9]=2)[O:4][CH:3]=1.[F:13][C:14]1[CH:19]=[CH:18][C:17](B(O)O)=[CH:16][CH:15]=1.C(Cl)Cl. (4) Given the product [CH3:1][N:2]1[C:14]2[CH2:13][CH2:12][C@@H:11]([CH:15]3[CH2:16][CH2:17][O:18][CH2:19][CH2:20]3)[CH2:10][C:9]=2[C:8]2[C:3]1=[CH:4][CH:5]=[C:6]([C:21]([OH:23])=[O:22])[CH:7]=2, predict the reactants needed to synthesize it. The reactants are: [CH3:1][N:2]1[C:14]2[CH2:13][CH2:12][C@@H:11]([CH:15]3[CH2:20][CH2:19][O:18][CH2:17][CH2:16]3)[CH2:10][C:9]=2[C:8]2[C:3]1=[CH:4][CH:5]=[C:6]([C:21]([O:23]C)=[O:22])[CH:7]=2.[OH-].[Li+]. (5) Given the product [F:49][C:46]([F:47])([F:48])[C:44]1[CH:43]=[C:5]([CH:4]=[C:3]([C:2]([F:1])([F:50])[F:51])[CH:45]=1)[CH2:6][N:7]([CH2:23][C:24]1[CH:29]=[C:28]([C:30]([F:33])([F:32])[F:31])[CH:27]=[CH:26][C:25]=1[C:53]1[CH:58]=[C:57]([CH3:59])[CH:56]=[CH:55][N:54]=1)[C:8]1[N:9]=[CH:10][C:11]([O:14][CH2:15][CH2:16][CH2:17][C:18]([O:20][CH2:21][CH3:22])=[O:19])=[CH:12][N:13]=1, predict the reactants needed to synthesize it. The reactants are: [F:1][C:2]([F:51])([F:50])[C:3]1[CH:4]=[C:5]([CH:43]=[C:44]([C:46]([F:49])([F:48])[F:47])[CH:45]=1)[CH2:6][N:7]([CH2:23][C:24]1[CH:29]=[C:28]([C:30]([F:33])([F:32])[F:31])[CH:27]=[CH:26][C:25]=1B1OC(C)(C)C(C)(C)O1)[C:8]1[N:13]=[CH:12][C:11]([O:14][CH2:15][CH2:16][CH2:17][C:18]([O:20][CH2:21][CH3:22])=[O:19])=[CH:10][N:9]=1.Br[C:53]1[CH:58]=[C:57]([CH3:59])[CH:56]=[CH:55][N:54]=1.C(=O)([O-])[O-].[Cs+].[Cs+].C(OCC)(=O)C. (6) Given the product [Cl:22][C:23]1[CH:24]=[CH:25][C:26]([C:29]2[S:33][C:32]([CH3:34])=[N:31][C:30]=2[C:35]([N:3]2[CH2:4][C@H:5]3[C@H:1]([CH2:8][CH2:7][CH2:6]3)[C@H:2]2[CH2:9][NH:10][C:11]([C:13]2[N:20]3[C:16]([S:17][CH:18]=[CH:19]3)=[N:15][C:14]=2[CH3:21])=[O:12])=[O:36])=[CH:27][CH:28]=1, predict the reactants needed to synthesize it. The reactants are: [C@H:1]12[CH2:8][CH2:7][CH2:6][C@H:5]1[CH2:4][NH:3][C@@H:2]2[CH2:9][NH:10][C:11]([C:13]1[N:20]2[C:16]([S:17][CH:18]=[CH:19]2)=[N:15][C:14]=1[CH3:21])=[O:12].[Cl:22][C:23]1[CH:28]=[CH:27][C:26]([C:29]2[S:33][C:32]([CH3:34])=[N:31][C:30]=2[C:35](O)=[O:36])=[CH:25][CH:24]=1. (7) Given the product [C:1]([N:4]1[C@@H:12]([C:13]2[CH:18]=[CH:17][C:16]([OH:19])=[CH:15][CH:14]=2)[C@@H:11]2[C:6]([C:7]3[CH:23]=[C:22]([OH:24])[CH:21]=[CH:20][C:8]=3[CH2:9][CH2:10]2)=[N:5]1)(=[O:3])[CH3:2], predict the reactants needed to synthesize it. The reactants are: [C:1]([N:4]1[C@@H:12]([C:13]2[CH:18]=[CH:17][C:16]([OH:19])=[CH:15][CH:14]=2)[C@@H:11]2[C:6]([C:7]3[CH:23]=[C:22]([O:24]C)[CH:21]=[CH:20][C:8]=3[CH2:9][CH2:10]2)=[N:5]1)(=[O:3])[CH3:2].B(Br)(Br)Br.Cl. (8) Given the product [O:4]1[CH2:5][CH:6]([CH2:8][NH:39][C:42](=[O:19])[O:36][CH2:29][C:30]2[CH:35]=[CH:34][CH:33]=[CH:32][CH:31]=2)[CH2:7][O:1][CH2:2][CH2:3]1, predict the reactants needed to synthesize it. The reactants are: [O:1]1[CH2:7][CH:6]([CH2:8]C(O)=O)[CH2:5][O:4][CH2:3][CH2:2]1.C1(P(N=[N+]=[N-])(C2C=CC=CC=2)=[O:19])C=CC=CC=1.[CH2:29]([OH:36])[C:30]1[CH:35]=[CH:34][CH:33]=[CH:32][CH:31]=1.C([N:39]([CH2:42]C)CC)C.